Dataset: Forward reaction prediction with 1.9M reactions from USPTO patents (1976-2016). Task: Predict the product of the given reaction. Given the reactants Cl.[NH2:2][C@@H:3]1[CH2:8][CH2:7][C@H:6]([C:9]([NH:11][CH:12]([CH3:14])[CH3:13])=[O:10])[CH2:5][CH2:4]1.CCN(C(C)C)C(C)C.[Cl:24][C:25]1[CH:30]=[C:29](Cl)[C:28]([N+:32]([O-:34])=[O:33])=[CH:27][N:26]=1, predict the reaction product. The product is: [Cl:24][C:25]1[CH:30]=[C:29]([NH:2][C@@H:3]2[CH2:4][CH2:5][C@H:6]([C:9]([NH:11][CH:12]([CH3:14])[CH3:13])=[O:10])[CH2:7][CH2:8]2)[C:28]([N+:32]([O-:34])=[O:33])=[CH:27][N:26]=1.